This data is from Catalyst prediction with 721,799 reactions and 888 catalyst types from USPTO. The task is: Predict which catalyst facilitates the given reaction. (1) Reactant: [CH2:1]([NH:8][C@H:9]1[CH2:14][CH2:13][C@@H:12]([NH:15][C:16]2[CH:21]=[C:20](Cl)[C:19]([CH3:23])=[CH:18][N+:17]=2[O-])[CH2:11][CH2:10]1)[C:2]1[CH:7]=[CH:6][CH:5]=[CH:4][CH:3]=1.[NH:25]1[CH2:29][CH2:28][CH2:27][CH2:26]1.C(O)CCC.C([O-])(O)=O.[Na+]. Product: [CH2:1]([NH:8][C@H:9]1[CH2:14][CH2:13][C@@H:12]([NH:15][C:16]2[CH:21]=[C:20]([N:25]3[CH2:29][CH2:28][CH2:27][CH2:26]3)[C:19]([CH3:23])=[CH:18][N:17]=2)[CH2:11][CH2:10]1)[C:2]1[CH:7]=[CH:6][CH:5]=[CH:4][CH:3]=1. The catalyst class is: 22. (2) Reactant: Cl[CH2:2][C:3]1[N:4]=[C:5]([CH:8]=[CH:9][C:10]2[CH:15]=[CH:14][C:13]([O:16][C:17]([F:20])([F:19])[F:18])=[CH:12][CH:11]=2)[O:6][CH:7]=1.C([O-])(=[O:23])C.[Na+]. Product: [F:18][C:17]([F:20])([F:19])[O:16][C:13]1[CH:14]=[CH:15][C:10]([CH:9]=[CH:8][C:5]2[O:6][CH:7]=[C:3]([CH2:2][OH:23])[N:4]=2)=[CH:11][CH:12]=1. The catalyst class is: 15. (3) Reactant: Cl[C:2]1[CH:3]=[N:4][CH:5]=[C:6]([C:10]2[CH:11]=[C:12]3[C:16](=[CH:17][CH:18]=2)[N:15]([C:19](=[O:31])[CH2:20][C:21]2[CH:26]=[CH:25][CH:24]=[C:23]([C:27]([F:30])([F:29])[F:28])[CH:22]=2)[CH2:14][CH2:13]3)[C:7]=1[C:8]#[N:9].O.[NH2:33][NH2:34]. Product: [F:28][C:27]([F:29])([F:30])[C:23]1[CH:22]=[C:21]([CH2:20][C:19]([N:15]2[C:16]3[C:12](=[CH:11][C:10]([C:6]4[CH:5]=[N:4][CH:3]=[C:2]5[NH:33][N:34]=[C:8]([NH2:9])[C:7]=45)=[CH:18][CH:17]=3)[CH2:13][CH2:14]2)=[O:31])[CH:26]=[CH:25][CH:24]=1. The catalyst class is: 8. (4) Reactant: [C:1]([O:5][C:6]([N:8]1[CH2:12][CH2:11][CH:10]([C:13]([OH:15])=O)[CH2:9]1)=[O:7])([CH3:4])([CH3:3])[CH3:2].[Cl:16][C:17]1[CH:23]=[CH:22][C:20]([NH2:21])=[CH:19][CH:18]=1.O.ON1C2C=CC=CC=2N=N1.Cl.CN(C)CCCN=C=NCC.C(N(CC)C(C)C)(C)C. Product: [Cl:16][C:17]1[CH:23]=[CH:22][C:20]([NH:21][C:13]([CH:10]2[CH2:11][CH2:12][N:8]([C:6]([O:5][C:1]([CH3:2])([CH3:3])[CH3:4])=[O:7])[CH2:9]2)=[O:15])=[CH:19][CH:18]=1. The catalyst class is: 56. (5) Product: [Cl:8][C:4]1[N:3]=[C:2]([NH:16][CH2:15][C:11]2[CH:10]=[N:9][CH:14]=[CH:13][CH:12]=2)[CH:7]=[N:6][CH:5]=1. Reactant: Cl[C:2]1[CH:7]=[N:6][CH:5]=[C:4]([Cl:8])[N:3]=1.[N:9]1[CH:14]=[CH:13][CH:12]=[C:11]([CH2:15][NH2:16])[CH:10]=1. The catalyst class is: 113. (6) Reactant: [C:1]([C@H:4]1[CH2:6][C@@H:5]1[C:7]([O:9][CH3:10])=[O:8])(Cl)=[O:2].[Cl-].[Cl-].[Cl-].[Al+3].[Cl:15][C:16]1[C:25]2[O:24][CH2:23][CH2:22][CH2:21][C:20]=2[CH:19]=[CH:18][CH:17]=1.Cl. Product: [Cl:15][C:16]1[C:25]2[O:24][CH2:23][CH2:22][CH2:21][C:20]=2[CH:19]=[C:18]([C:1]([C@H:4]2[CH2:6][C@@H:5]2[C:7]([O:9][CH3:10])=[O:8])=[O:2])[CH:17]=1. The catalyst class is: 26.